Predict which catalyst facilitates the given reaction. From a dataset of Catalyst prediction with 721,799 reactions and 888 catalyst types from USPTO. (1) Reactant: [OH:1][CH2:2][C:3]1[C:7]([CH2:8][O:9][C:10]2[CH:11]=[C:12]3[C:16](=[CH:17][CH:18]=2)[N:15]([CH2:19][C:20]2[CH:21]=[C:22]([CH:27]=[CH:28][CH:29]=2)[C:23]([O:25][CH3:26])=[O:24])[CH:14]=[CH:13]3)=[C:6]([CH:30]([CH3:32])[CH3:31])[O:5][N:4]=1.[Cl:33][C:34]1[CH:39]=[C:38]([F:40])[CH:37]=[C:36]([Cl:41])[C:35]=1O.C1(P(C2C=CC=CC=2)C2C=CC=CC=2)C=CC=CC=1.N(C(OC(C)C)=O)=NC(OC(C)C)=O. Product: [Cl:33][C:34]1[CH:39]=[C:38]([F:40])[CH:37]=[C:36]([Cl:41])[C:35]=1[O:1][CH2:2][C:3]1[C:7]([CH2:8][O:9][C:10]2[CH:11]=[C:12]3[C:16](=[CH:17][CH:18]=2)[N:15]([CH2:19][C:20]2[CH:21]=[C:22]([CH:27]=[CH:28][CH:29]=2)[C:23]([O:25][CH3:26])=[O:24])[CH:14]=[CH:13]3)=[C:6]([CH:30]([CH3:32])[CH3:31])[O:5][N:4]=1. The catalyst class is: 11. (2) Reactant: [OH:1][C@H:2]([CH3:19])[CH2:3][CH2:4][C:5]1[C:10]([O:11][CH2:12][O:13][CH3:14])=[CH:9][CH:8]=[CH:7][C:6]=1[NH:15][C:16](=[O:18])[CH3:17].C(N(CC)CC)C.[CH3:27][S:28](Cl)(=[O:30])=[O:29].[Cl-].[Na+]. Product: [CH3:27][S:28]([O:1][C@@H:2]([CH2:3][CH2:4][C:5]1[C:10]([O:11][CH2:12][O:13][CH3:14])=[CH:9][CH:8]=[CH:7][C:6]=1[NH:15][C:16](=[O:18])[CH3:17])[CH3:19])(=[O:30])=[O:29]. The catalyst class is: 115. (3) Reactant: C([O:3][C:4]([C:6]1[C:7]([C:12]2[CH:17]=[CH:16][C:15]([F:18])=[CH:14][CH:13]=2)=[N:8][O:9][C:10]=1[CH3:11])=[O:5])C.[OH-].[Na+]. Product: [F:18][C:15]1[CH:14]=[CH:13][C:12]([C:7]2[C:6]([C:4]([OH:5])=[O:3])=[C:10]([CH3:11])[O:9][N:8]=2)=[CH:17][CH:16]=1. The catalyst class is: 548. (4) Reactant: [C:1]([C:5]1[CH:10]=[CH:9][C:8]([S:11]([N:14]2[C:20]3[CH:21]=[C:22]([C:25]([O:27]C)=O)[CH:23]=[CH:24][C:19]=3[NH:18][C:17]3[N:29]=[C:30]([C:33]([F:36])([F:35])[F:34])[CH:31]=[CH:32][C:16]=3[CH2:15]2)(=[O:13])=[O:12])=[CH:7][CH:6]=1)([CH3:4])([CH3:3])[CH3:2].O.[NH2:38][NH2:39]. Product: [C:1]([C:5]1[CH:6]=[CH:7][C:8]([S:11]([N:14]2[C:20]3[CH:21]=[C:22]([C:25]([NH:38][NH2:39])=[O:27])[CH:23]=[CH:24][C:19]=3[NH:18][C:17]3[N:29]=[C:30]([C:33]([F:34])([F:35])[F:36])[CH:31]=[CH:32][C:16]=3[CH2:15]2)(=[O:13])=[O:12])=[CH:9][CH:10]=1)([CH3:3])([CH3:4])[CH3:2]. The catalyst class is: 8. (5) The catalyst class is: 8. Product: [C:1]([C:5]1[CH:6]=[CH:7][C:8]([CH3:14])=[C:9]([NH2:11])[CH:10]=1)([CH3:4])([CH3:3])[CH3:2]. Reactant: [C:1]([C:5]1[CH:6]=[CH:7][C:8]([CH3:14])=[C:9]([N+:11]([O-])=O)[CH:10]=1)([CH3:4])([CH3:3])[CH3:2]. (6) Reactant: [CH3:1][O:2][C@H:3]1[CH2:8][CH2:7][C@H:6]([C:9]2[CH:18]=[CH:17][C:12]([C:13](OC)=[O:14])=[C:11]([CH3:19])[CH:10]=2)[CH2:5][CH2:4]1.CC(C[AlH]CC(C)C)C. Product: [CH3:1][O:2][C@H:3]1[CH2:4][CH2:5][C@H:6]([C:9]2[CH:18]=[CH:17][C:12]([CH2:13][OH:14])=[C:11]([CH3:19])[CH:10]=2)[CH2:7][CH2:8]1. The catalyst class is: 1.